From a dataset of Catalyst prediction with 721,799 reactions and 888 catalyst types from USPTO. Predict which catalyst facilitates the given reaction. (1) Reactant: [F:1][C:2]1[C:7]([C:8]2[N:13]=[C:12]([CH3:14])[N:11]=[C:10]([N:15]([CH2:25][C:26]3[CH:31]=[CH:30][C:29]([O:32][CH3:33])=[CH:28][CH:27]=3)[CH2:16][C:17]3[CH:22]=[CH:21][C:20]([O:23][CH3:24])=[CH:19][CH:18]=3)[N:9]=2)=[CH:6][C:5]([CH:34]([C:36]2[CH:41]=[CH:40][C:39](SC)=[CH:38][CH:37]=2)[CH3:35])=[CH:4][N:3]=1.Cl[C:45]1C=C(C=CC=1)C(OO)=O.C(=O)(O)[O-].[Na+].[S:60]([O-:64])([O-])(=[O:62])=S.[Na+].[Na+]. Product: [F:1][C:2]1[C:7]([C:8]2[N:13]=[C:12]([CH3:14])[N:11]=[C:10]([N:15]([CH2:16][C:17]3[CH:22]=[CH:21][C:20]([O:23][CH3:24])=[CH:19][CH:18]=3)[CH2:25][C:26]3[CH:27]=[CH:28][C:29]([O:32][CH3:33])=[CH:30][CH:31]=3)[N:9]=2)=[CH:6][C:5]([CH:34]([C:36]2[CH:37]=[CH:38][C:39]([S:60]([CH3:45])(=[O:64])=[O:62])=[CH:40][CH:41]=2)[CH3:35])=[CH:4][N:3]=1. The catalyst class is: 2. (2) Reactant: C(OC(=O)[NH:7][C@@H:8]1[CH2:12][CH2:11][N:10]([C:13]2[N:21]=[C:20]3[C:16]([N:17]=[CH:18][N:19]3[C@@H:22]3[CH2:26][C@H:25]([NH:27][C:28](=[O:39])[C@H:29]([O:31][CH2:32][C:33]4[CH:38]=[CH:37][CH:36]=[CH:35][CH:34]=4)[CH3:30])[C@@H:24]([OH:40])[C@H:23]3[OH:41])=[C:15]([NH:42][CH2:43][CH:44]([C:51]3[CH:56]=[CH:55][CH:54]=[CH:53][CH:52]=3)[C:45]3[CH:50]=[CH:49][CH:48]=[CH:47][CH:46]=3)[N:14]=2)[CH2:9]1)(C)(C)C.Cl. Product: [NH2:7][C@@H:8]1[CH2:12][CH2:11][N:10]([C:13]2[N:21]=[C:20]3[C:16]([N:17]=[CH:18][N:19]3[C@@H:22]3[CH2:26][C@H:25]([NH:27][C:28](=[O:39])[C@H:29]([O:31][CH2:32][C:33]4[CH:38]=[CH:37][CH:36]=[CH:35][CH:34]=4)[CH3:30])[C@@H:24]([OH:40])[C@H:23]3[OH:41])=[C:15]([NH:42][CH2:43][CH:44]([C:45]3[CH:46]=[CH:47][CH:48]=[CH:49][CH:50]=3)[C:51]3[CH:56]=[CH:55][CH:54]=[CH:53][CH:52]=3)[N:14]=2)[CH2:9]1. The catalyst class is: 71. (3) Reactant: [CH3:1][C:2]1[C:6]([CH:7]=O)=[CH:5][NH:4][N:3]=1.[CH3:9][C:10]([S@:13]([NH2:15])=[O:14])([CH3:12])[CH3:11]. Product: [CH3:9][C:10]([S@:13](/[N:15]=[CH:7]/[C:6]1[C:2]([CH3:1])=[N:3][NH:4][CH:5]=1)=[O:14])([CH3:12])[CH3:11]. The catalyst class is: 49. (4) Reactant: [SH:1][C:2]1[N:7]=[CH:6][CH:5]=[CH:4][N:3]=1.C(O[K])C.Cl[CH2:13][CH:14]=[CH2:15]. Product: [CH2:15]([S:1][C:2]1[N:7]=[CH:6][CH:5]=[CH:4][N:3]=1)[CH:14]=[CH2:13]. The catalyst class is: 8. (5) Reactant: [NH2:1][C:2]1[C:11]([NH2:12])=[C:10]2[C:5]([C:6](=[O:23])[C:7]([C:16]3[CH:21]=[CH:20][C:19]([Cl:22])=[CH:18][CH:17]=3)=[C:8]([CH:13]([CH3:15])[CH3:14])[O:9]2)=[CH:4][CH:3]=1.Cl.[F:25][C:26]([F:31])([F:30])[C:27](O)=O. Product: [Cl:22][C:19]1[CH:18]=[CH:17][C:16]([C:7]2[C:6](=[O:23])[C:5]3[CH:4]=[CH:3][C:2]4[NH:1][C:27]([C:26]([F:31])([F:30])[F:25])=[N:12][C:11]=4[C:10]=3[O:9][C:8]=2[CH:13]([CH3:14])[CH3:15])=[CH:21][CH:20]=1. The catalyst class is: 13. (6) Reactant: Br[C:2]1[CH:7]=[CH:6][C:5]([CH:8]([NH:15][C:16]2[CH:25]=[CH:24][C:19]([C:20]([O:22][CH3:23])=[O:21])=[CH:18][CH:17]=2)[CH2:9][CH2:10][C:11]([F:14])([F:13])[F:12])=[C:4]([CH3:26])[CH:3]=1.C(N(CC)C(C)C)(C)C.[C:36]([O-:39])(=[O:38])C.[Li+].C(OC(=O)C)(=O)C. Product: [CH3:26][C:4]1[CH:3]=[C:2]([CH:7]=[CH:6][C:5]=1[CH:8]([NH:15][C:16]1[CH:25]=[CH:24][C:19]([C:20]([O:22][CH3:23])=[O:21])=[CH:18][CH:17]=1)[CH2:9][CH2:10][C:11]([F:14])([F:13])[F:12])[C:36]([OH:39])=[O:38]. The catalyst class is: 136.